This data is from Rat liver microsome stability data. The task is: Regression/Classification. Given a drug SMILES string, predict its absorption, distribution, metabolism, or excretion properties. Task type varies by dataset: regression for continuous measurements (e.g., permeability, clearance, half-life) or binary classification for categorical outcomes (e.g., BBB penetration, CYP inhibition). Dataset: rlm. (1) The compound is Cc1nc2ccc(Nc3nc(-c4ccncc4)nc4ccccc34)cc2s1. The result is 1 (stable in rat liver microsomes). (2) The drug is O=C(Nc1ccncc1)Nc1ccc(-c2nc(N3CCOCC3)c3nnn(C4CC4)c3n2)cc1. The result is 1 (stable in rat liver microsomes).